Dataset: Retrosynthesis with 50K atom-mapped reactions and 10 reaction types from USPTO. Task: Predict the reactants needed to synthesize the given product. (1) Given the product Cc1nc2ccccc2n1C1C[C@@H]2CC[C@H](C1)N2CCC1(c2ccccc2)CCN(C(=O)c2ccccc2)CC1, predict the reactants needed to synthesize it. The reactants are: Cc1nc2ccccc2n1C1CC2CCC(C1)N2CCC1(c2ccccc2)CCNCC1.O=C(Cl)c1ccccc1. (2) Given the product Cc1c(CCC(=O)O)c(C)n(Cc2cc(-c3ccc(Cl)s3)on2)c1C(=O)NC1CCN(C(C)C)CC1, predict the reactants needed to synthesize it. The reactants are: COC(=O)CCc1c(C)c(C(=O)NC2CCN(C(C)C)CC2)n(Cc2cc(-c3ccc(Cl)s3)on2)c1C. (3) Given the product Nc1cc(Br)ccc1NCCN1CCOCC1, predict the reactants needed to synthesize it. The reactants are: O=[N+]([O-])c1cc(Br)ccc1NCCN1CCOCC1. (4) The reactants are: CC(C)(C)[Si](C)(C)Oc1cccc2cc[nH]c12.CCOC(=O)CBr. Given the product CCOC(=O)Cn1ccc2cccc(O[Si](C)(C)C(C)(C)C)c21, predict the reactants needed to synthesize it. (5) Given the product Nc1ccccc1NCc1ccccc1, predict the reactants needed to synthesize it. The reactants are: O=[N+]([O-])c1ccccc1NCc1ccccc1.